From a dataset of Forward reaction prediction with 1.9M reactions from USPTO patents (1976-2016). Predict the product of the given reaction. (1) The product is: [C:12]([C:11]1[CH:14]=[CH:15][C:8]([N:5]2[C:6](=[O:7])[C:2]([CH3:21])([CH3:1])[N:3]([CH2:23][C:24]3[CH:40]=[CH:39][CH:38]=[CH:37][C:25]=3[CH2:26][C:27]3[CH:36]=[CH:35][C:30]([C:31]([O:33][CH3:34])=[O:32])=[CH:29][CH:28]=3)[C:4]2=[O:20])=[CH:9][C:10]=1[C:16]([F:19])([F:17])[F:18])#[N:13]. Given the reactants [CH3:1][C:2]1([CH3:21])[C:6](=[O:7])[N:5]([C:8]2[CH:15]=[CH:14][C:11]([C:12]#[N:13])=[C:10]([C:16]([F:19])([F:18])[F:17])[CH:9]=2)[C:4](=[O:20])[NH:3]1.Br[CH2:23][C:24]1[CH:40]=[CH:39][CH:38]=[CH:37][C:25]=1[CH2:26][C:27]1[CH:36]=[CH:35][C:30]([C:31]([O:33][CH3:34])=[O:32])=[CH:29][CH:28]=1.C(=O)([O-])[O-].[Cs+].[Cs+].O, predict the reaction product. (2) Given the reactants CCCCCCCCC.[F:10][C:11]([F:31])([F:30])[O:12][C:13]1[CH:18]=[CH:17][C:16]([N:19]2[C:26](=O)[CH:25]3[NH:28][CH:21]([CH2:22][CH2:23][CH2:24]3)[C:20]2=O)=[CH:15][CH:14]=1.FC(F)(F)C1C=CC(C2CCNCC=2)=CC=1.[OH-].[Na+], predict the reaction product. The product is: [F:31][C:11]([F:10])([F:30])[O:12][C:13]1[CH:18]=[CH:17][C:16]([N:19]2[CH2:26][CH:25]3[NH:28][CH:21]([CH2:22][CH2:23][CH2:24]3)[CH2:20]2)=[CH:15][CH:14]=1. (3) Given the reactants Cl[C:2]1[N:3]=[CH:4][C:5]([C:8]([NH:10][CH3:11])=[O:9])=[N:6][CH:7]=1.C([Sn](CCCC)(CCCC)[C:17]([O:19][CH2:20][CH3:21])=[CH2:18])CCC, predict the reaction product. The product is: [CH2:20]([O:19][C:17]([C:2]1[N:3]=[CH:4][C:5]([C:8]([NH:10][CH3:11])=[O:9])=[N:6][CH:7]=1)=[CH2:18])[CH3:21]. (4) The product is: [F:1][C:2]1[CH:3]=[C:4]([CH:17]=[CH:18][CH:19]=1)[CH2:5][NH:6][C:7]([NH:9][C:10]1[S:14][N:13]=[C:12]([CH2:15][NH:21][CH3:20])[N:11]=1)=[O:8]. Given the reactants [F:1][C:2]1[CH:3]=[C:4]([CH:17]=[CH:18][CH:19]=1)[CH2:5][NH:6][C:7]([NH:9][C:10]1[S:14][N:13]=[C:12]([CH2:15]Cl)[N:11]=1)=[O:8].[CH3:20][NH2:21], predict the reaction product. (5) Given the reactants [CH3:1][O:2][C:3]1[CH:8]=[CH:7][N:6]=[C:5]([CH2:9][CH2:10][C:11]2[NH:20][C:14]3=[N:15][CH:16]=[C:17](I)[CH:18]=[C:13]3[N:12]=2)[CH:4]=1.[O:21]1[CH:25]=[CH:24][C:23](B(O)O)=[CH:22]1, predict the reaction product. The product is: [O:21]1[CH:25]=[CH:24][C:23]([C:17]2[CH:18]=[C:13]3[N:12]=[C:11]([CH2:10][CH2:9][C:5]4[CH:4]=[C:3]([O:2][CH3:1])[CH:8]=[CH:7][N:6]=4)[NH:20][C:14]3=[N:15][CH:16]=2)=[CH:22]1. (6) Given the reactants [C:1]([N:9]([C:28](=[O:35])[C:29]1[CH:34]=[CH:33][CH:32]=[CH:31][CH:30]=1)[C:10]1[N:18]=[CH:17][N:16]=[C:15]2[C:11]=1[N:12]=[CH:13][N:14]2[C@@H:19]1[O:27][CH2:26][C@@H:24]([OH:25])[C@@H:22]([OH:23])[C@H:20]1[OH:21])(=[O:8])[C:2]1[CH:7]=[CH:6][CH:5]=[CH:4][CH:3]=1.[C:36](Cl)([C:38]1[CH:43]=[CH:42][CH:41]=[CH:40][CH:39]=1)=[O:37], predict the reaction product. The product is: [C:28]([N:9]([C:1](=[O:8])[C:2]1[CH:7]=[CH:6][CH:5]=[CH:4][CH:3]=1)[C:10]1[N:18]=[CH:17][N:16]=[C:15]2[C:11]=1[N:12]=[CH:13][N:14]2[C@@H:19]1[O:27][CH2:26][C@@H:24]([OH:25])[C@@H:22]([OH:23])[C@H:20]1[O:21][C:36](=[O:37])[C:38]1[CH:43]=[CH:42][CH:41]=[CH:40][CH:39]=1)(=[O:35])[C:29]1[CH:34]=[CH:33][CH:32]=[CH:31][CH:30]=1. (7) Given the reactants [CH2:1]([C@@H:5]1[NH:10][CH2:9][C@H:8]([CH2:11][CH2:12]C)[NH:7][C:6]1=[O:14])[CH:2]([CH3:4])[CH3:3].[Cl:15][C:16]1[CH:21]=[CH:20][C:19]([C@@H:22]2[CH2:24][C@H:23]2[C:25](O)=[O:26])=[C:18]([F:28])[CH:17]=1.C([C@@H]1N(C(=O)/C=C/C2C=CC=CC=2)C[C@H](CC(C)C)NC1=O)C(C)C, predict the reaction product. The product is: [Cl:15][C:16]1[CH:21]=[CH:20][C:19]([C@@H:22]2[CH2:24][C@H:23]2[C:25]([N:10]2[CH2:9][C@H:8]([CH2:11][CH3:12])[NH:7][C:6](=[O:14])[C@@H:5]2[CH2:1][CH:2]([CH3:3])[CH3:4])=[O:26])=[C:18]([F:28])[CH:17]=1.